Dataset: Full USPTO retrosynthesis dataset with 1.9M reactions from patents (1976-2016). Task: Predict the reactants needed to synthesize the given product. (1) Given the product [ClH:49].[CH:1]([C:4]1[CH:9]=[C:8]([OH:10])[CH:7]=[C:6]([CH:11]([CH3:13])[CH3:12])[C:5]=1[NH:14][C:15](=[O:48])[N:16]([CH2:41][CH2:42][CH2:43][CH2:44][CH2:45][CH2:46][CH3:47])[CH2:17][CH2:18][N:19]1[CH2:20][CH2:21][N:22]([CH2:25][CH2:26][S:27][C:28]2[O:29][C:30]3[C:36]([C:37]([F:38])([F:39])[F:40])=[CH:35][CH:34]=[CH:33][C:31]=3[N:32]=2)[CH2:23][CH2:24]1)([CH3:3])[CH3:2], predict the reactants needed to synthesize it. The reactants are: [CH:1]([C:4]1[CH:9]=[C:8]([OH:10])[CH:7]=[C:6]([CH:11]([CH3:13])[CH3:12])[C:5]=1[NH:14][C:15](=[O:48])[N:16]([CH2:41][CH2:42][CH2:43][CH2:44][CH2:45][CH2:46][CH3:47])[CH2:17][CH2:18][N:19]1[CH2:24][CH2:23][N:22]([CH2:25][CH2:26][S:27][C:28]2[O:29][C:30]3[C:36]([C:37]([F:40])([F:39])[F:38])=[CH:35][CH:34]=[CH:33][C:31]=3[N:32]=2)[CH2:21][CH2:20]1)([CH3:3])[CH3:2].[ClH:49]. (2) Given the product [NH2:1][C:2]1[CH:10]=[C:9]([O:11][CH3:12])[CH:8]=[CH:7][C:3]=1[C:4]([NH2:15])=[O:5], predict the reactants needed to synthesize it. The reactants are: [NH2:1][C:2]1[CH:10]=[C:9]([O:11][CH3:12])[CH:8]=[CH:7][C:3]=1[C:4](O)=[O:5].CC[N:15]=C=NCCCN(C)C.Cl.C1C=CC2N(O)N=NC=2C=1.CN1CCOCC1.[NH4+].[OH-].